This data is from Full USPTO retrosynthesis dataset with 1.9M reactions from patents (1976-2016). The task is: Predict the reactants needed to synthesize the given product. (1) Given the product [CH:1]([C:4]1[CH:12]=[C:7]2[CH:8]=[CH:9][CH:10]=[CH:11][N:6]2[N:5]=1)([CH3:3])[CH3:2].[CH:1]([C:4]1[C:12]([C:13](=[O:17])[CH:14]([CH3:16])[CH3:15])=[C:7]2[CH:8]=[CH:9][CH:10]=[CH:11][N:6]2[N:5]=1)([CH3:3])[CH3:2], predict the reactants needed to synthesize it. The reactants are: [CH:1]([C:4]1[C:12]([C:13](=[O:17])[CH:14]([CH3:16])[CH3:15])=[C:7]2[CH:8]=[CH:9][CH:10]=[CH:11][N:6]2[N:5]=1)([CH3:3])[CH3:2].[I-].N[N+]1C=CC=CC=1C.C([O-])([O-])=O.[K+].[K+].[OH-].[Na+]. (2) Given the product [Cl:1][C:2]1[CH:3]=[CH:4][C:5]([N:8]2[CH:13]=[CH:12][C:11](=[O:14])[C:10]([C:15]3[N:32]([C:22]4[C:31]5[C:26](=[CH:27][CH:28]=[CH:29][CH:30]=5)[CH:25]=[CH:24][CH:23]=4)[N:18]=[CH:17][CH:16]=3)=[N:9]2)=[CH:6][CH:7]=1, predict the reactants needed to synthesize it. The reactants are: [Cl:1][C:2]1[CH:7]=[CH:6][C:5]([N:8]2[CH:13]=[CH:12][C:11](=[O:14])[C:10]([C:15](=O)/[CH:16]=[CH:17]/[N:18](C)C)=[N:9]2)=[CH:4][CH:3]=1.[C:22]1([NH:32]N)[C:31]2[C:26](=[CH:27][CH:28]=[CH:29][CH:30]=2)[CH:25]=[CH:24][CH:23]=1. (3) Given the product [OH:1][C:2]1[CH:11]=[C:10]2[C:5]([CH2:6][CH2:7][CH:8]([C:12]([O:14][CH3:20])=[O:13])[CH2:9]2)=[CH:4][CH:3]=1, predict the reactants needed to synthesize it. The reactants are: [OH:1][C:2]1[CH:11]=[C:10]2[C:5]([CH2:6][CH2:7][CH:8]([C:12]([OH:14])=[O:13])[CH2:9]2)=[CH:4][CH:3]=1.S(=O)(=O)(O)O.[CH3:20]O. (4) The reactants are: Br[C:2]1[CH:3]=[C:4]([NH:9][S:10]([N:13]2[CH2:18][CH2:17][O:16][CH2:15][CH2:14]2)(=[O:12])=[O:11])[C:5]([Cl:8])=[N:6][CH:7]=1.C1(P(C2C=CC=CC=2)C2C3OC4C(=CC=CC=4P(C4C=CC=CC=4)C4C=CC=CC=4)C(C)(C)C=3C=CC=2)C=CC=CC=1.CC(C)([O-])C.[Na+].[C:67](=[NH:80])([C:74]1[CH:79]=[CH:78][CH:77]=[CH:76][CH:75]=1)[C:68]1[CH:73]=[CH:72][CH:71]=[CH:70][CH:69]=1. Given the product [Cl:8][C:5]1[C:4]([NH:9][S:10]([N:13]2[CH2:18][CH2:17][O:16][CH2:15][CH2:14]2)(=[O:12])=[O:11])=[CH:3][C:2]([N:80]=[C:67]([C:68]2[CH:73]=[CH:72][CH:71]=[CH:70][CH:69]=2)[C:74]2[CH:79]=[CH:78][CH:77]=[CH:76][CH:75]=2)=[CH:7][N:6]=1, predict the reactants needed to synthesize it. (5) Given the product [CH3:6][O:5][C:4]1[CH:3]=[C:2]([CH:11]=[CH:10][C:7]=1[O:8][CH3:9])[CH2:1][NH:12][CH:13]([CH3:20])[CH2:14][CH2:15][S:16]([OH:19])(=[O:18])=[O:17], predict the reactants needed to synthesize it. The reactants are: [CH2:1]([NH2:12])[C:2]1[CH:11]=[CH:10][C:7]([O:8][CH3:9])=[C:4]([O:5][CH3:6])[CH:3]=1.[CH2:13]1[CH2:20][O:19][S:16](=[O:18])(=[O:17])[CH2:15][CH2:14]1. (6) Given the product [CH2:14]([O:13][C:11](=[O:12])[C:10](=[O:16])[CH2:9][S:7][C:5]1[S:6][C:2]([CH3:1])=[N:3][N:4]=1)[CH3:15], predict the reactants needed to synthesize it. The reactants are: [CH3:1][C:2]1[S:6][C:5]([SH:7])=[N:4][N:3]=1.Br[CH2:9][C:10](=[O:16])[C:11]([O:13][CH2:14][CH3:15])=[O:12]. (7) Given the product [Br:13][C:10]1[C:11]2[O:12][C:14]([C:15]([CH3:20])([CH3:19])[CH3:16])=[N:1][C:2]=2[CH:3]=[C:4]([C:5]([O:7][CH3:8])=[O:6])[CH:9]=1, predict the reactants needed to synthesize it. The reactants are: [NH2:1][C:2]1[CH:3]=[C:4]([CH:9]=[C:10]([Br:13])[C:11]=1[OH:12])[C:5]([O:7][CH3:8])=[O:6].[CH3:14][C:15]([CH3:20])([CH3:19])[C:16](O)=O.C1(P(C2C=CC=CC=2)C2C=CC=CC=2)C=CC=CC=1.ClC(Cl)(Cl)C#N.